From a dataset of Reaction yield outcomes from USPTO patents with 853,638 reactions. Predict the reaction yield, written as a fraction of the theoretical maximum amount of product (1.0 means a 100% yield; for example, 0.34 means a 34% yield). (1) The reactants are [CH2:1]([O:8][C:9]1[N:14]=[C:13](Cl)[N:12]=[C:11]([Cl:16])[N:10]=1)[C:2]1[CH:7]=[CH:6][CH:5]=[CH:4][CH:3]=1.[C:17]1([OH:23])[CH:22]=[CH:21][CH:20]=[CH:19][CH:18]=1.C(N(CC)C(C)C)(C)C. The catalyst is ClCCl. The product is [CH2:1]([O:8][C:9]1[N:10]=[C:11]([Cl:16])[N:12]=[C:13]([O:23][C:17]2[CH:22]=[CH:21][CH:20]=[CH:19][CH:18]=2)[N:14]=1)[C:2]1[CH:3]=[CH:4][CH:5]=[CH:6][CH:7]=1. The yield is 0.940. (2) The reactants are I[C:2]1[CH:10]=[CH:9][C:5]([C:6]([OH:8])=[O:7])=[CH:4][CH:3]=1.[Cl-].[Li+].C([Mg]Cl)(C)C.[CH3:18][C:19]([CH3:21])=[O:20].Cl. The catalyst is O1CCCC1.O. The yield is 0.830. The product is [OH:20][C:19]([C:2]1[CH:10]=[CH:9][C:5]([C:6]([OH:8])=[O:7])=[CH:4][CH:3]=1)([CH3:21])[CH3:18]. (3) The reactants are C(OC([NH:8][C@H:9]1[CH2:13][CH2:12][N:11]([C:14]2[N:19]3[N:20]=[CH:21][CH:22]=[C:18]3[N:17]=[C:16]([CH3:23])[C:15]=2[CH:24]([CH2:30][CH2:31][CH3:32])[C:25]([O:27][CH2:28][CH3:29])=[O:26])[CH2:10]1)=O)(C)(C)C.FC(F)(F)C(O)=O.C1(C)C=CC=CC=1.[Cl:47][C:48]1[CH:53]=[CH:52][C:51]([S:54](Cl)(=[O:56])=[O:55])=[CH:50][CH:49]=1. The catalyst is ClCCl.ClCCl.C(N(CC)CC)C. The product is [Cl:47][C:48]1[CH:53]=[CH:52][C:51]([S:54]([NH:8][C@H:9]2[CH2:13][CH2:12][N:11]([C:14]3[N:19]4[N:20]=[CH:21][CH:22]=[C:18]4[N:17]=[C:16]([CH3:23])[C:15]=3[CH:24]([CH2:30][CH2:31][CH3:32])[C:25]([O:27][CH2:28][CH3:29])=[O:26])[CH2:10]2)(=[O:56])=[O:55])=[CH:50][CH:49]=1. The yield is 0.640. (4) The reactants are [C:1]([NH:4][C:5]1[S:6][C:7]([C:11]2[CH:12]=[C:13]([S:17](Cl)(=[O:19])=[O:18])[S:14][C:15]=2[Br:16])=[C:8]([CH3:10])[N:9]=1)(=[O:3])[CH3:2].C(N(CC)CC)C.[NH2:28][CH2:29][CH2:30][CH2:31][OH:32]. The catalyst is C(Cl)Cl. The product is [Br:16][C:15]1[S:14][C:13]([S:17](=[O:19])(=[O:18])[NH:28][CH2:29][CH2:30][CH2:31][OH:32])=[CH:12][C:11]=1[C:7]1[S:6][C:5]([NH:4][C:1](=[O:3])[CH3:2])=[N:9][C:8]=1[CH3:10]. The yield is 0.700. (5) The reactants are [CH3:1][CH:2]1[CH2:11][CH:10]([OH:12])[CH2:9][CH2:8][C:3]21[O:7][CH2:6][CH2:5][O:4]2. The catalyst is C(Cl)Cl. The product is [CH3:1][CH:2]1[CH2:11][C:10](=[O:12])[CH2:9][CH2:8][C:3]21[O:4][CH2:5][CH2:6][O:7]2. The yield is 0.760. (6) The catalyst is C(Cl)Cl. The reactants are [CH3:1][N:2]1[C:6]([C:7]2[CH:8]=[C:9]([NH2:22])[CH:10]=[CH:11][C:12]=2[O:13][CH2:14][CH2:15][N:16]2[CH2:21][CH2:20][CH2:19][CH2:18][CH2:17]2)=[CH:5][CH:4]=[N:3]1.[F:23][C:24]1[CH:29]=[CH:28][CH:27]=[CH:26][C:25]=1[N:30]=[C:31]=[O:32]. The yield is 0.451. The product is [F:23][C:24]1[CH:29]=[CH:28][CH:27]=[CH:26][C:25]=1[NH:30][C:31]([NH:22][C:9]1[CH:10]=[CH:11][C:12]([O:13][CH2:14][CH2:15][N:16]2[CH2:21][CH2:20][CH2:19][CH2:18][CH2:17]2)=[C:7]([C:6]2[N:2]([CH3:1])[N:3]=[CH:4][CH:5]=2)[CH:8]=1)=[O:32].